Dataset: Full USPTO retrosynthesis dataset with 1.9M reactions from patents (1976-2016). Task: Predict the reactants needed to synthesize the given product. (1) Given the product [O:8]=[C:3]1[CH2:4][CH2:5][C:6](=[O:7])[N:2]1[O:1][C:19]([C@H:16]1[CH2:15][CH2:14][C@H:13]([C:11]([O:10][CH3:9])=[O:12])[CH2:18][CH2:17]1)=[O:20], predict the reactants needed to synthesize it. The reactants are: [OH:1][N:2]1[C:6](=[O:7])[CH2:5][CH2:4][C:3]1=[O:8].[CH3:9][O:10][C:11]([C@H:13]1[CH2:18][CH2:17][C@H:16]([C:19](O)=[O:20])[CH2:15][CH2:14]1)=[O:12]. (2) The reactants are: [H-].[Na+].[I-].[CH3:4][S+](C)C.[Cl:8][C:9]1[CH:28]=[CH:27][C:12]([O:13][C:14]2[CH:19]=[CH:18][C:17]([C:20](=[O:22])[CH3:21])=[C:16]([C:23]([F:26])([F:25])[F:24])[CH:15]=2)=[CH:11][CH:10]=1. Given the product [Cl:8][C:9]1[CH:10]=[CH:11][C:12]([O:13][C:14]2[CH:19]=[CH:18][C:17]([C:20]3([CH3:4])[CH2:21][O:22]3)=[C:16]([C:23]([F:24])([F:25])[F:26])[CH:15]=2)=[CH:27][CH:28]=1, predict the reactants needed to synthesize it. (3) Given the product [C:11]([N:6]1[C:7]2[C:3](=[C:2]([NH:1][C:28]([CH:25]3[CH2:24][CH2:23][N:22]([C:18]4[CH:19]=[CH:20][CH:21]=[C:16]([C:15]([F:32])([F:14])[F:31])[CH:17]=4)[CH2:27][CH2:26]3)=[O:29])[CH:10]=[CH:9][CH:8]=2)[CH2:4][CH2:5]1)(=[O:13])[CH3:12], predict the reactants needed to synthesize it. The reactants are: [NH2:1][C:2]1[CH:10]=[CH:9][CH:8]=[C:7]2[C:3]=1[CH2:4][CH2:5][N:6]2[C:11](=[O:13])[CH3:12].[F:14][C:15]([F:32])([F:31])[C:16]1[CH:17]=[C:18]([N:22]2[CH2:27][CH2:26][CH:25]([C:28](O)=[O:29])[CH2:24][CH2:23]2)[CH:19]=[CH:20][CH:21]=1. (4) Given the product [F:13][C:11]1[CH:10]=[CH:9][C:3]([C:4]([O:6][CH2:7][CH3:8])=[O:5])=[C:2]([O:32][C:28]2[CH:29]=[C:30]3[C:25](=[CH:26][CH:27]=2)[NH:24][C:23]([CH3:22])=[CH:31]3)[CH:12]=1, predict the reactants needed to synthesize it. The reactants are: F[C:2]1[CH:12]=[C:11]([F:13])[CH:10]=[CH:9][C:3]=1[C:4]([O:6][CH2:7][CH3:8])=[O:5].[O-]P([O-])([O-])=O.[K+].[K+].[K+].[CH3:22][C:23]1[NH:24][C:25]2[C:30]([CH:31]=1)=[CH:29][C:28]([OH:32])=[CH:27][CH:26]=2.CCOCC. (5) Given the product [CH3:18][O:6][C:5](=[O:7])[C:4]1[CH:8]=[C:9]([N+:11]([O-:13])=[O:12])[CH:10]=[C:2]([I:1])[CH:3]=1, predict the reactants needed to synthesize it. The reactants are: [I:1][C:2]1[CH:3]=[C:4]([CH:8]=[C:9]([N+:11]([O-:13])=[O:12])[CH:10]=1)[C:5]([OH:7])=[O:6].O=S(Cl)Cl.[CH3:18]O. (6) Given the product [Cl:19][C:20]1[CH:21]=[N:22][CH:23]=[C:24]([F:32])[C:25]=1[N:26]1[CH2:31][CH2:30][N:29]([C@H:8]2[CH2:9][CH2:10][O:6][CH2:7]2)[CH2:28][CH2:27]1, predict the reactants needed to synthesize it. The reactants are: CS(Cl)(=O)=O.[O:6]1[CH2:10][CH2:9][C@@H:8](O)[CH2:7]1.CCN(CC)CC.[Cl:19][C:20]1[CH:21]=[N:22][CH:23]=[C:24]([F:32])[C:25]=1[N:26]1[CH2:31][CH2:30][NH:29][CH2:28][CH2:27]1.